This data is from Catalyst prediction with 721,799 reactions and 888 catalyst types from USPTO. The task is: Predict which catalyst facilitates the given reaction. (1) Reactant: [C:1]1([C@@H:7]([OH:9])[CH3:8])[CH:6]=[CH:5][CH:4]=[CH:3][CH:2]=1.C1(P(C2C=CC=CC=2)C2C=CC=CC=2)C=CC=CC=1.[N+:29]([C:32]1[CH:40]=[CH:39][C:35]([C:36](O)=[O:37])=[CH:34][CH:33]=1)([O-:31])=[O:30].C(OC(N=NC(OC(C)C)=O)=O)(C)C.C1(C)C=CC=CC=1. Product: [N+:29]([C:32]1[CH:33]=[CH:34][C:35]([C:36]([O:9][C@@H:7]([C:1]2[CH:6]=[CH:5][CH:4]=[CH:3][CH:2]=2)[CH3:8])=[O:37])=[CH:39][CH:40]=1)([O-:31])=[O:30].[C:1]1([C@@H:7]([OH:9])[CH3:8])[CH:6]=[CH:5][CH:4]=[CH:3][CH:2]=1. The catalyst class is: 20. (2) Reactant: [Cl:1][C:2]1[C:3](C(N)=O)=[N:4][CH:5]=[CH:6][C:7]=1[O:8][C:9]1[CH:14]=[CH:13][C:12]([NH:15][C:16]([C:18]2[C:19](=[O:31])[N:20]([C:25]3[CH:30]=[CH:29][CH:28]=[CH:27][CH:26]=3)[N:21]([CH3:24])[C:22]=2[CH3:23])=[O:17])=[C:11]([F:32])[CH:10]=1.C(OI(C1C=CC=CC=1)OC(=O)C)(=O)C.CC#[N:53]. Product: [NH2:53][C:3]1[C:2]([Cl:1])=[C:7]([O:8][C:9]2[CH:14]=[CH:13][C:12]([NH:15][C:16]([C:18]3[C:19](=[O:31])[N:20]([C:25]4[CH:26]=[CH:27][CH:28]=[CH:29][CH:30]=4)[N:21]([CH3:24])[C:22]=3[CH3:23])=[O:17])=[C:11]([F:32])[CH:10]=2)[CH:6]=[CH:5][N:4]=1. The catalyst class is: 161. (3) Reactant: [Br:1][C:2]1[CH:10]=[C:6]([C:7]([OH:9])=[O:8])[C:5]([OH:11])=[CH:4][CH:3]=1.Cl.CN(C)[CH2:15][CH2:16]CN=C=N.O.ON1C2C=CC=CC=2N=N1.C(O)C. Product: [Br:1][C:2]1[CH:10]=[C:6]([C:7]([O:9][CH2:15][CH3:16])=[O:8])[C:5]([OH:11])=[CH:4][CH:3]=1. The catalyst class is: 35. (4) The catalyst class is: 10. Product: [Br:1][C:2]1[C:3]([C:14]2[S:16][CH:18]=[C:19]([C:21]3[CH:26]=[CH:25][CH:24]=[CH:23][CH:22]=3)[N:15]=2)=[CH:4][C:5]([NH:8][C:9]([NH:11][CH2:12][CH3:13])=[O:10])=[N:6][CH:7]=1. Reactant: [Br:1][C:2]1[C:3]([C:14](=[S:16])[NH2:15])=[CH:4][C:5]([NH:8][C:9]([NH:11][CH2:12][CH3:13])=[O:10])=[N:6][CH:7]=1.Br[CH2:18][C:19]([C:21]1[CH:26]=[CH:25][CH:24]=[CH:23][CH:22]=1)=O. (5) Reactant: [CH3:1][C:2]1[C:11]2[C:6](=[CH:7][CH:8]=[C:9]([C:12]#[N:13])[CH:10]=2)[O:5][C:4](=[O:14])[CH:3]=1.[Li+].C[Si]([N-][Si](C)(C)C)(C)C.[Cl:25][C:26]1[CH:27]=[C:28]([CH:32]=[CH:33][CH:34]=1)[C:29](Cl)=[O:30]. Product: [Cl:25][C:26]1[CH:27]=[C:28]([C:29](=[O:30])[CH2:1][C:2]2[C:11]3[C:6](=[CH:7][CH:8]=[C:9]([C:12]#[N:13])[CH:10]=3)[O:5][C:4](=[O:14])[CH:3]=2)[CH:32]=[CH:33][CH:34]=1. The catalyst class is: 1.